Dataset: Catalyst prediction with 721,799 reactions and 888 catalyst types from USPTO. Task: Predict which catalyst facilitates the given reaction. (1) Reactant: CO.C1COCC1.[NH2:8][C:9]1[CH:14]=[CH:13][C:12]([C@@H:15]2[CH2:17][C@H:16]2[C:18]([O:20]C)=[O:19])=[CH:11][CH:10]=1.[OH-].[Na+]. Product: [NH2:8][C:9]1[CH:10]=[CH:11][C:12]([C@@H:15]2[CH2:17][C@H:16]2[C:18]([OH:20])=[O:19])=[CH:13][CH:14]=1. The catalyst class is: 6. (2) Reactant: [NH2:1][C:2]1[CH:7]=[CH:6][C:5]([CH2:8][C:9]([OH:11])=[O:10])=[CH:4][CH:3]=1.[C:12](OC(=O)C)(=[O:14])[CH3:13].O. Product: [C:12]([NH:1][C:2]1[CH:3]=[CH:4][C:5]([CH2:8][C:9]([OH:11])=[O:10])=[CH:6][CH:7]=1)(=[O:14])[CH3:13]. The catalyst class is: 15. (3) The catalyst class is: 21. Product: [N:9]1([NH:15][C:16]([C:18]2[N:19]=[C:20]([C:31]3[CH:36]=[CH:35][C:34]([Cl:37])=[CH:33][C:32]=3[Cl:38])[N:21]([C:24]3[CH:25]=[CH:26][C:27]([O:30][CH2:2][CH2:3][CH2:4][C:5]([F:8])([F:7])[F:6])=[CH:28][CH:29]=3)[C:22]=2[CH3:23])=[O:17])[CH2:14][CH2:13][CH2:12][CH2:11][CH2:10]1. Reactant: I[CH2:2][CH2:3][CH2:4][C:5]([F:8])([F:7])[F:6].[N:9]1([NH:15][C:16]([C:18]2[N:19]=[C:20]([C:31]3[CH:36]=[CH:35][C:34]([Cl:37])=[CH:33][C:32]=3[Cl:38])[N:21]([C:24]3[CH:29]=[CH:28][C:27]([OH:30])=[CH:26][CH:25]=3)[C:22]=2[CH3:23])=[O:17])[CH2:14][CH2:13][CH2:12][CH2:11][CH2:10]1.C([O-])([O-])=O.[K+].[K+]. (4) Reactant: [NH2:1][C@@H:2]([CH3:14])[CH2:3][N:4]1[C:12]2[C:7](=[CH:8][CH:9]=[C:10]([OH:13])[CH:11]=2)[CH:6]=[N:5]1.C(=O)(O)[O-].[Na+].Cl[C:21]([O:23][CH2:24][C:25]1[CH:30]=[CH:29][CH:28]=[CH:27][CH:26]=1)=[O:22]. Product: [OH:13][C:10]1[CH:11]=[C:12]2[C:7]([CH:6]=[N:5][N:4]2[CH2:3][C@@H:2]([NH:1][C:21](=[O:22])[O:23][CH2:24][C:25]2[CH:30]=[CH:29][CH:28]=[CH:27][CH:26]=2)[CH3:14])=[CH:8][CH:9]=1. The catalyst class is: 1. (5) Reactant: [Cl:1][C:2]1[N:3]=[C:4]([N:21]2[CH2:26][CH2:25][O:24][CH2:23][CH2:22]2)[C:5]2[CH:10]=[CH:9][N:8]([CH2:11][C:12]3[CH:17]=[CH:16][CH:15]=[C:14]([N+:18]([O-])=O)[CH:13]=3)[C:6]=2[N:7]=1.NN. Product: [Cl:1][C:2]1[N:3]=[C:4]([N:21]2[CH2:26][CH2:25][O:24][CH2:23][CH2:22]2)[C:5]2[CH:10]=[CH:9][N:8]([CH2:11][C:12]3[CH:13]=[C:14]([CH:15]=[CH:16][CH:17]=3)[NH2:18])[C:6]=2[N:7]=1. The catalyst class is: 94. (6) Reactant: S(Cl)(Cl)=O.CN(C)C=O.[CH2:10]([O:17][C:18]([C:20]1[CH:21]=[CH:22][C:23]([C:26]([OH:28])=O)=[N:24][CH:25]=1)=[O:19])[C:11]1[CH:16]=[CH:15][CH:14]=[CH:13][CH:12]=1.Cl.[CH2:30]([O:32][C:33](=[O:41])[CH:34]([NH2:40])[C:35]([O:37][CH2:38][CH3:39])=[O:36])[CH3:31]. Product: [CH2:38]([O:37][C:35](=[O:36])[CH:34]([NH:40][C:26]([C:23]1[CH:22]=[CH:21][C:20]([C:18]([O:17][CH2:10][C:11]2[CH:12]=[CH:13][CH:14]=[CH:15][CH:16]=2)=[O:19])=[CH:25][N:24]=1)=[O:28])[C:33]([O:32][CH2:30][CH3:31])=[O:41])[CH3:39]. The catalyst class is: 46.